From a dataset of Catalyst prediction with 721,799 reactions and 888 catalyst types from USPTO. Predict which catalyst facilitates the given reaction. (1) Reactant: [Si]([O:8][CH2:9][CH2:10][C:11]1[CH:16]=[CH:15][C:14]([Cl:17])=[CH:13][C:12]=1[C@H:18]([C:20]1[CH:24]=[C:23]([CH:25]2[O:29][CH2:28][CH2:27][O:26]2)[S:22][C:21]=1[CH3:30])[OH:19])(C(C)(C)C)(C)C. The catalyst class is: 1. Product: [Cl:17][C:14]1[CH:15]=[CH:16][C:11]([CH2:10][CH2:9][OH:8])=[C:12]([C@H:18]([C:20]2[CH:24]=[C:23]([CH:25]3[O:29][CH2:28][CH2:27][O:26]3)[S:22][C:21]=2[CH3:30])[OH:19])[CH:13]=1. (2) Reactant: [CH3:1][O:2][C:3](=[O:12])[CH2:4][C:5]1[C:6]([CH3:11])=[N:7][NH:8][C:9]=1[CH3:10].[Br:13][C:14]1[CH:21]=[CH:20][C:17]([CH2:18]Br)=[CH:16][CH:15]=1.C([O-])([O-])=O.[K+].[K+]. Product: [CH3:1][O:2][C:3](=[O:12])[CH2:4][C:5]1[C:9]([CH3:10])=[N:8][N:7]([CH2:18][C:17]2[CH:20]=[CH:21][C:14]([Br:13])=[CH:15][CH:16]=2)[C:6]=1[CH3:11]. The catalyst class is: 10. (3) Reactant: [C:1]12([C:14](=[O:15])[NH:13][C:12](=[O:16])[NH:11]1)[C:10]1[C:5](=[CH:6][CH:7]=[CH:8][CH:9]=1)[CH2:4][CH2:3][CH2:2]2.C([O-])([O-])=O.[K+].[K+].Br[CH2:24][C:25]([O:27][C:28]([CH3:31])([CH3:30])[CH3:29])=[O:26]. Product: [O:16]=[C:12]1[NH:11][C:1]2([C:10]3[C:5](=[CH:6][CH:7]=[CH:8][CH:9]=3)[CH2:4][CH2:3][CH2:2]2)[C:14](=[O:15])[N:13]1[CH2:24][C:25]([O:27][C:28]([CH3:31])([CH3:30])[CH3:29])=[O:26]. The catalyst class is: 18. (4) Reactant: [Cl:1][C:2]1[C:7]([CH2:8][CH2:9][N:10]2C(=O)C3C(=CC=CC=3)C2=O)=[C:6]([NH:21][C@@H:22]2[C:30]3[C:25](=[CH:26][CH:27]=[CH:28][CH:29]=3)[CH2:24][CH2:23]2)[N:5]=[CH:4][N:3]=1.O.NN. Product: [NH2:10][CH2:9][CH2:8][C:7]1[C:6]([NH:21][C@@H:22]2[C:30]3[C:25](=[CH:26][CH:27]=[CH:28][CH:29]=3)[CH2:24][CH2:23]2)=[N:5][CH:4]=[N:3][C:2]=1[Cl:1]. The catalyst class is: 8. (5) Reactant: C[O:2][C:3]1[CH:8]=[CH:7][C:6]([C:9]2[S:13][CH:12]=[N:11][CH:10]=2)=[CH:5][CH:4]=1.Br. Product: [S:13]1[C:9]([C:6]2[CH:5]=[CH:4][C:3]([OH:2])=[CH:8][CH:7]=2)=[CH:10][N:11]=[CH:12]1. The catalyst class is: 15. (6) Reactant: [F:1][C:2]1([F:33])[CH2:6][CH2:5][N:4]([C:7]([C:9]2([CH3:32])[CH2:13][N:12]([C:14]3[CH:15]=[N:16][N:17]4[CH2:22][C@H:21]([CH3:23])[N:20]([C:24](OC(C)(C)C)=[O:25])[CH2:19][C:18]=34)[C:11](=[O:31])[CH2:10]2)=[O:8])[CH2:3]1.FC(F)(F)C(O)=O.CCN(C(C)C)C(C)C.[F:50][C:51]1[CH:52]=[C:53]([NH:59]C(=O)OC2C=CC=CC=2)[CH:54]=[C:55]([F:58])[C:56]=1[F:57]. Product: [F:1][C:2]1([F:33])[CH2:6][CH2:5][N:4]([C:7]([C:9]2([CH3:32])[CH2:13][N:12]([C:14]3[CH:15]=[N:16][N:17]4[CH2:22][C@H:21]([CH3:23])[N:20]([C:24]([NH:59][C:53]5[CH:52]=[C:51]([F:50])[C:56]([F:57])=[C:55]([F:58])[CH:54]=5)=[O:25])[CH2:19][C:18]=34)[C:11](=[O:31])[CH2:10]2)=[O:8])[CH2:3]1. The catalyst class is: 2. (7) Reactant: [CH3:1][N:2]=[C:3]=[S:4].[Cl:5][C:6]1[C:10]([CH3:11])=[CH:9][S:8][C:7]=1[C:12]1([C:17]([NH:19][NH2:20])=[O:18])[CH2:16][CH2:15][CH2:14][CH2:13]1. Product: [Cl:5][C:6]1[C:10]([CH3:11])=[CH:9][S:8][C:7]=1[C:12]1([C:17]([NH:19][NH:20][C:3](=[S:4])[NH:2][CH3:1])=[O:18])[CH2:16][CH2:15][CH2:14][CH2:13]1. The catalyst class is: 8. (8) Reactant: B1([O-])OO1.[OH2:5].[OH2:6].O.O.[Na+].[Br:10][C:11]1[CH:16]=[C:15]([F:17])[C:14]([NH2:18])=[C:13]([F:19])[CH:12]=1. Product: [Br:10][C:11]1[CH:16]=[C:15]([F:17])[C:14]([N+:18]([O-:6])=[O:5])=[C:13]([F:19])[CH:12]=1. The catalyst class is: 15. (9) Reactant: [Br:1][C:2]1[N:9]=[CH:8][CH:7]=[C:6]([Cl:10])[C:3]=1[CH:4]=[O:5].CN(C)C(=O)C.CO.[BH4-].[Na+]. Product: [Br:1][C:2]1[C:3]([CH2:4][OH:5])=[C:6]([Cl:10])[CH:7]=[CH:8][N:9]=1. The catalyst class is: 155.